Predict the product of the given reaction. From a dataset of Forward reaction prediction with 1.9M reactions from USPTO patents (1976-2016). Given the reactants [C:1]([C:3]1[C:4]([O:25][CH3:26])=[CH:5][C:6]([CH:9]([OH:24])[CH2:10][N:11]2[CH2:16][CH2:15][N:14](C(OC(C)(C)C)=O)[CH2:13][CH2:12]2)=[N:7][CH:8]=1)#[N:2], predict the reaction product. The product is: [OH:24][CH:9]([C:6]1[N:7]=[CH:8][C:3]([C:1]#[N:2])=[C:4]([O:25][CH3:26])[CH:5]=1)[CH2:10][N:11]1[CH2:12][CH2:13][NH:14][CH2:15][CH2:16]1.